This data is from Reaction yield outcomes from USPTO patents with 853,638 reactions. The task is: Predict the reaction yield, written as a fraction of the theoretical maximum amount of product (1.0 means a 100% yield; for example, 0.34 means a 34% yield). (1) The reactants are [Cl:1][C:2]1[CH:11]=[CH:10][C:9]2[N:8]=[C:7]([N:12]3[CH2:17][CH2:16][N:15]([CH3:18])[CH2:14][CH2:13]3)[C:6]3=[N:19][N:20](CC4C=CC(OC)=CC=4)[CH:21]=[C:5]3[C:4]=2[CH:3]=1.FC(F)(F)C(O)=O.C1(OC)C=CC=CC=1.OS(O)(=O)=O. The catalyst is C([O-])([O-])=O.[Na+].[Na+]. The product is [Cl:1][C:2]1[CH:11]=[CH:10][C:9]2[N:8]=[C:7]([N:12]3[CH2:17][CH2:16][N:15]([CH3:18])[CH2:14][CH2:13]3)[C:6]3=[N:19][NH:20][CH:21]=[C:5]3[C:4]=2[CH:3]=1. The yield is 0.440. (2) The reactants are [CH:1]1([NH:7][C:8](=[O:15])[C:9]2[CH:14]=[CH:13][CH:12]=[CH:11][CH:10]=2)[CH2:6][CH2:5][CH2:4][CH2:3][CH2:2]1.Cl[CH2:17][C:18](Cl)=[O:19].[N-:21]=[N+:22]=[N-:23].[Na+]. The catalyst is C1(C)C=CC=CC=1. The product is [N:21]([CH2:17][C:18]([N:7]([CH:1]1[CH2:2][CH2:3][CH2:4][CH2:5][CH2:6]1)[C:8](=[O:15])[C:9]1[CH:14]=[CH:13][CH:12]=[CH:11][CH:10]=1)=[O:19])=[N+:22]=[N-:23]. The yield is 0.640.